Dataset: Full USPTO retrosynthesis dataset with 1.9M reactions from patents (1976-2016). Task: Predict the reactants needed to synthesize the given product. (1) The reactants are: [C:1]([O:5][C:6]([N:8]1[CH2:12][C@H:11]([NH:13][CH3:14])[C@@H:10]([OH:15])[CH2:9]1)=[O:7])([CH3:4])([CH3:3])[CH3:2].[OH-].[Na+].[CH3:18]O. Given the product [C:1]([O:5][C:6]([N:8]1[CH2:9][C@H:10]([OH:15])[C@@H:11]([N:13]([CH3:18])[CH3:14])[CH2:12]1)=[O:7])([CH3:4])([CH3:3])[CH3:2], predict the reactants needed to synthesize it. (2) Given the product [CH:1]1([CH2:8][CH2:9][NH:10][C:11](=[O:42])[C@H:12]([CH3:41])[C@H:13]([C@@H:16]2[CH2:20][CH2:19][CH2:18][N:17]2[C:21](=[O:40])[CH2:22][C@@H:23]([O:38][CH3:39])[C@@H:24]([N:29]([CH3:37])[C:30](=[O:36])[C@@H:31]([NH:32][C:56]([C@@:51]2([CH3:59])[CH2:52][CH2:53][CH2:54][CH2:55][N:50]2[C:48]([O:47][C:43]([CH3:46])([CH3:45])[CH3:44])=[O:49])=[O:57])[CH:33]([CH3:34])[CH3:35])[C@@H:25]([CH3:28])[CH2:26][CH3:27])[O:14][CH3:15])[CH:7]=[CH:6][CH:5]=[CH:4][CH:3]=[CH:2]1, predict the reactants needed to synthesize it. The reactants are: [CH:1]1([CH2:8][CH2:9][NH:10][C:11](=[O:42])[C@H:12]([CH3:41])[C@H:13]([C@@H:16]2[CH2:20][CH2:19][CH2:18][N:17]2[C:21](=[O:40])[CH2:22][C@@H:23]([O:38][CH3:39])[C@@H:24]([N:29]([CH3:37])[C:30](=[O:36])[C@H:31]([CH:33]([CH3:35])[CH3:34])[NH2:32])[C@@H:25]([CH3:28])[CH2:26][CH3:27])[O:14][CH3:15])[CH:7]=[CH:6][CH:5]=[CH:4][CH:3]=[CH:2]1.[C:43]([O:47][C:48]([N:50]1[CH2:55][CH2:54][CH2:53][CH2:52][C@:51]1([CH3:59])[C:56](O)=[O:57])=[O:49])([CH3:46])([CH3:45])[CH3:44].CN(C(ON1N=NC2C=CC=NC1=2)=[N+](C)C)C.F[P-](F)(F)(F)(F)F.C(N(CC)C(C)C)(C)C.